Dataset: NCI-60 drug combinations with 297,098 pairs across 59 cell lines. Task: Regression. Given two drug SMILES strings and cell line genomic features, predict the synergy score measuring deviation from expected non-interaction effect. Drug 1: C1=C(C(=O)NC(=O)N1)F. Drug 2: C1CN1P(=S)(N2CC2)N3CC3. Cell line: PC-3. Synergy scores: CSS=40.9, Synergy_ZIP=-2.65, Synergy_Bliss=-1.90, Synergy_Loewe=1.46, Synergy_HSA=2.15.